From a dataset of CYP3A4 inhibition data for predicting drug metabolism from PubChem BioAssay. Regression/Classification. Given a drug SMILES string, predict its absorption, distribution, metabolism, or excretion properties. Task type varies by dataset: regression for continuous measurements (e.g., permeability, clearance, half-life) or binary classification for categorical outcomes (e.g., BBB penetration, CYP inhibition). Dataset: cyp3a4_veith. (1) The molecule is Cc1ccc2c(c1)nnn2C1CCN(S(=O)(=O)c2ccc(C(=O)N3C(C)CCCC3C)cc2)CC1. The result is 1 (inhibitor). (2) The molecule is NS(=O)(=O)c1ccc(-c2ccc([As](=O)(O)O)cc2)cc1. The result is 0 (non-inhibitor). (3) The drug is CN(C)c1ccc(/C=N/N2C(=S)SC(C)(C)C2N(O)C(=O)Nc2ccc([N+](=O)[O-])cc2)cc1. The result is 1 (inhibitor). (4) The compound is C[N+](C)(N)Cc1csc(-c2ccc(Cl)cc2)n1. The result is 0 (non-inhibitor). (5) The drug is COc1ccc(C(=O)c2c(C)n(CCN3CCOCC3)c3cc(I)ccc23)cc1. The result is 1 (inhibitor). (6) The molecule is Nn1nnc2ccccc21. The result is 1 (inhibitor). (7) The molecule is Cc1ccc(C(=O)OCCc2c(C)[nH]n(-c3ccccc3)c2=O)cc1. The result is 1 (inhibitor). (8) The compound is FC(F)(F)c1ccccc1-c1ccc2ncnc(NCCN3CCOCC3)c2c1. The result is 1 (inhibitor).